Dataset: NCI-60 drug combinations with 297,098 pairs across 59 cell lines. Task: Regression. Given two drug SMILES strings and cell line genomic features, predict the synergy score measuring deviation from expected non-interaction effect. (1) Drug 1: CC1OCC2C(O1)C(C(C(O2)OC3C4COC(=O)C4C(C5=CC6=C(C=C35)OCO6)C7=CC(=C(C(=C7)OC)O)OC)O)O. Drug 2: CC1=CC2C(CCC3(C2CCC3(C(=O)C)OC(=O)C)C)C4(C1=CC(=O)CC4)C. Cell line: OVCAR3. Synergy scores: CSS=37.0, Synergy_ZIP=7.61, Synergy_Bliss=6.84, Synergy_Loewe=-30.1, Synergy_HSA=4.70. (2) Drug 1: C1=C(C(=O)NC(=O)N1)F. Drug 2: COC1=C2C(=CC3=C1OC=C3)C=CC(=O)O2. Cell line: M14. Synergy scores: CSS=33.3, Synergy_ZIP=1.53, Synergy_Bliss=-0.610, Synergy_Loewe=-4.88, Synergy_HSA=-3.31. (3) Drug 1: CCCS(=O)(=O)NC1=C(C(=C(C=C1)F)C(=O)C2=CNC3=C2C=C(C=N3)C4=CC=C(C=C4)Cl)F. Drug 2: C1=NC2=C(N1)C(=S)N=C(N2)N. Cell line: NCIH23. Synergy scores: CSS=50.1, Synergy_ZIP=3.89, Synergy_Bliss=-2.78, Synergy_Loewe=-20.8, Synergy_HSA=-5.33. (4) Drug 1: CCC1=CC2CC(C3=C(CN(C2)C1)C4=CC=CC=C4N3)(C5=C(C=C6C(=C5)C78CCN9C7C(C=CC9)(C(C(C8N6C)(C(=O)OC)O)OC(=O)C)CC)OC)C(=O)OC.C(C(C(=O)O)O)(C(=O)O)O. Cell line: HCT-15. Drug 2: CC1C(C(CC(O1)OC2CC(CC3=C2C(=C4C(=C3O)C(=O)C5=C(C4=O)C(=CC=C5)OC)O)(C(=O)CO)O)N)O.Cl. Synergy scores: CSS=22.7, Synergy_ZIP=-9.46, Synergy_Bliss=-5.39, Synergy_Loewe=-4.14, Synergy_HSA=-2.94. (5) Drug 1: C1=NC2=C(N=C(N=C2N1C3C(C(C(O3)CO)O)O)F)N. Drug 2: CC1=C(C=C(C=C1)NC(=O)C2=CC=C(C=C2)CN3CCN(CC3)C)NC4=NC=CC(=N4)C5=CN=CC=C5. Cell line: MOLT-4. Synergy scores: CSS=59.0, Synergy_ZIP=2.04, Synergy_Bliss=2.90, Synergy_Loewe=-16.4, Synergy_HSA=3.99. (6) Drug 1: CS(=O)(=O)CCNCC1=CC=C(O1)C2=CC3=C(C=C2)N=CN=C3NC4=CC(=C(C=C4)OCC5=CC(=CC=C5)F)Cl. Drug 2: C(CCl)NC(=O)N(CCCl)N=O. Cell line: NCI-H522. Synergy scores: CSS=14.4, Synergy_ZIP=-1.71, Synergy_Bliss=2.62, Synergy_Loewe=0.327, Synergy_HSA=0.974.